The task is: Predict the reactants needed to synthesize the given product.. This data is from Full USPTO retrosynthesis dataset with 1.9M reactions from patents (1976-2016). (1) Given the product [CH2:1]([O:4][C:5]([C:7]1[N:8]=[C:9]([N:12]2[CH2:13][CH:14]([OH:16])[CH2:15]2)[S:10][CH:11]=1)=[O:6])[CH:2]=[CH2:3], predict the reactants needed to synthesize it. The reactants are: [CH2:1]([O:4][C:5]([C:7]1[N:8]=[C:9]([N:12]2[CH2:15][CH:14]([O:16][Si](C(C)(C)C)(C3C=CC=CC=3)C3C=CC=CC=3)[CH2:13]2)[S:10][CH:11]=1)=[O:6])[CH:2]=[CH2:3].[F-].C([N+](CCCC)(CCCC)CCCC)CCC. (2) The reactants are: C([N:8](CC1C=CC=CC=1)[CH2:9][CH:10]([OH:48])[CH2:11][N:12]1[CH2:23][CH2:22][N:21]([CH2:24][C:25]([O:27][C:28]([CH3:31])([CH3:30])[CH3:29])=[O:26])[CH2:20][CH2:19][N:18]([CH2:32][C:33]([O:35][C:36]([CH3:39])([CH3:38])[CH3:37])=[O:34])[CH2:17][CH2:16][N:15]([CH2:40][C:41]([O:43][C:44]([CH3:47])([CH3:46])[CH3:45])=[O:42])[CH2:14][CH2:13]1)C1C=CC=CC=1.O. Given the product [NH2:8][CH2:9][CH:10]([OH:48])[CH2:11][N:12]1[CH2:23][CH2:22][N:21]([CH2:24][C:25]([O:27][C:28]([CH3:31])([CH3:30])[CH3:29])=[O:26])[CH2:20][CH2:19][N:18]([CH2:32][C:33]([O:35][C:36]([CH3:37])([CH3:38])[CH3:39])=[O:34])[CH2:17][CH2:16][N:15]([CH2:40][C:41]([O:43][C:44]([CH3:47])([CH3:46])[CH3:45])=[O:42])[CH2:14][CH2:13]1, predict the reactants needed to synthesize it. (3) Given the product [CH:17]1([C@H:4]2[C@H:3]([CH3:20])[C@@H:2]([NH:1][C:22]3[CH:27]=[CH:26][CH:25]=[C:24]([CH3:28])[N:23]=3)[C:11]3[C:6](=[CH:7][CH:8]=[C:9]([O:12][CH3:13])[N:10]=3)[N:5]2[C:14](=[O:16])[CH3:15])[CH2:19][CH2:18]1, predict the reactants needed to synthesize it. The reactants are: [NH2:1][C@H:2]1[C:11]2[C:6](=[CH:7][CH:8]=[C:9]([O:12][CH3:13])[N:10]=2)[N:5]([C:14](=[O:16])[CH3:15])[C@@H:4]([CH:17]2[CH2:19][CH2:18]2)[C@@H:3]1[CH3:20].Br[C:22]1[CH:27]=[CH:26][CH:25]=[C:24]([CH3:28])[N:23]=1.CN(C1C(C2C(P(C3CCCCC3)C3CCCCC3)=CC=CC=2)=CC=CC=1)C.CC(C)([O-])C.[Na+].